Dataset: Full USPTO retrosynthesis dataset with 1.9M reactions from patents (1976-2016). Task: Predict the reactants needed to synthesize the given product. (1) Given the product [CH2:12]([O:10][C:8]1[CH:7]=[C:4]([CH:3]=[C:2]([O:30][CH2:27][CH2:33][CH2:34][CH2:36][CH2:22][CH2:21][CH2:20][CH2:19][CH2:18][CH2:17][CH2:16][CH2:15][CH2:14][CH2:13][CH3:12])[CH:9]=1)[C:5]#[N:6])[CH2:13][CH2:14][CH2:15][CH2:16][CH2:17][CH2:18][CH2:19][CH2:20][CH2:21][CH2:22][CH2:23][CH2:24][CH2:25][CH3:26], predict the reactants needed to synthesize it. The reactants are: O[C:2]1[CH:3]=[C:4]([CH:7]=[C:8]([OH:10])[CH:9]=1)[C:5]#[N:6].Br[CH2:12][CH2:13][CH2:14][CH2:15][CH2:16][CH2:17][CH2:18][CH2:19][CH2:20][CH2:21][CH2:22][CH2:23][CH2:24][CH2:25][CH3:26].[C:27](=[O:30])([O-])[O-].[K+].[K+].[CH3:33][C:34]([CH3:36])=O. (2) Given the product [CH:26]12[CH2:27][CH:28]1[CH2:29][N:24]([C:20]1[C:19]([F:30])=[CH:18][C:17]([N:16]3[CH2:40][C@H:39]([CH2:38][NH:37][C:34](=[O:36])[CH3:35])[O:14][C:15]3=[O:31])=[CH:22][C:21]=1[F:23])[CH2:25]2, predict the reactants needed to synthesize it. The reactants are: [O-]CCCC.[Li+].C([O:14][C:15](=[O:31])[NH:16][C:17]1[CH:22]=[C:21]([F:23])[C:20]([N:24]2[CH2:29][CH:28]3[CH:26]([CH2:27]3)[CH2:25]2)=[C:19]([F:30])[CH:18]=1)C1C=CC=CC=1.CO.[C:34]([NH:37][CH2:38][C@H:39](OC(=O)C)[CH2:40]Cl)(=[O:36])[CH3:35].[Cl-].[NH4+]. (3) Given the product [Cl:1][C:2]1[C:6]([S:7](=[O:9])(=[O:8])[NH:29][C@H:27]([CH3:28])[C:26]([F:31])([F:30])[F:25])=[CH:5][N:4]([CH3:11])[C:3]=1[C:12]([O:14][CH3:15])=[O:13], predict the reactants needed to synthesize it. The reactants are: [Cl:1][C:2]1[C:6]([S:7](Cl)(=[O:9])=[O:8])=[CH:5][N:4]([CH3:11])[C:3]=1[C:12]([O:14][CH3:15])=[O:13].CCN(C(C)C)C(C)C.[F:25][C:26]([F:31])([F:30])[C@H:27]([NH2:29])[CH3:28].